Dataset: Forward reaction prediction with 1.9M reactions from USPTO patents (1976-2016). Task: Predict the product of the given reaction. Given the reactants Cl.[C:2]1([C:8]2([NH2:11])[CH2:10][CH2:9]2)[CH:7]=[CH:6][CH:5]=[CH:4][CH:3]=1.C(N(C(C)C)CC)(C)C.[F:21][C:22]1[C:23]2[N:24]([N:40]=[C:41]([C:47]3[CH:52]=[CH:51][C:50]([F:53])=[CH:49][CH:48]=3)[C:42]=2[C:43](=[O:46])[NH:44][CH3:45])[CH:25]=[CH:26][C:27]=1[C:28]1[C:29]([CH3:39])=[N:30][C:31]([O:37][CH3:38])=[C:32]([CH:36]=1)[C:33]([OH:35])=[O:34].CN(C(ON1N=NC2C=CC=NC1=2)=[N+](C)C)C.F[P-](F)(F)(F)(F)F, predict the reaction product. The product is: [C:33]([O-:35])(=[O:34])[CH3:32].[NH4+:11].[F:21][C:22]1[C:23]2[N:24]([N:40]=[C:41]([C:47]3[CH:48]=[CH:49][C:50]([F:53])=[CH:51][CH:52]=3)[C:42]=2[C:43]([NH:44][CH3:45])=[O:46])[CH:25]=[CH:26][C:27]=1[C:28]1[C:29]([CH3:39])=[N:30][C:31]([O:37][CH3:38])=[C:32]([C:33](=[O:34])[NH:11][C:8]2([C:2]3[CH:7]=[CH:6][CH:5]=[CH:4][CH:3]=3)[CH2:10][CH2:9]2)[CH:36]=1.